The task is: Predict the reactants needed to synthesize the given product.. This data is from Full USPTO retrosynthesis dataset with 1.9M reactions from patents (1976-2016). (1) Given the product [O:9]([CH2:8][CH2:7][CH2:2][CH2:3][CH2:4][CH2:24][CH2:23][CH2:22][CH2:17][CH2:18][C:19]([OH:21])=[O:20])[C:10]1[CH:15]=[CH:14][CH:13]=[CH:12][CH:11]=1, predict the reactants needed to synthesize it. The reactants are: O[CH:2]([CH2:7][CH2:8][O:9][C:10]1[CH:15]=[CH:14][CH:13]=[CH:12][CH:11]=1)[CH2:3][C:4](O)=O.O[CH:17]([CH2:22][CH2:23][CH2:24]COC1C=CC=CC=1)[CH2:18][C:19]([OH:21])=[O:20].OC(CCCCCCOC1C=CC=CC=1)CC(O)=O. (2) Given the product [Cl:3][C:4]1[C:12]2[N:11]=[C:10]3[N:13]([C:17]4[C:18]([CH3:26])=[N:19][C:20]([N:23]([CH3:25])[CH3:24])=[CH:21][CH:22]=4)[CH2:14][CH2:15][CH2:16][N:9]3[C:8]=2[C:7]([CH2:27][OH:28])=[CH:6][CH:5]=1, predict the reactants needed to synthesize it. The reactants are: [BH4-].[Li+].[Cl:3][C:4]1[CH:5]=[CH:6][C:7]([C:27](OC)=[O:28])=[C:8]2[C:12]=1[N:11]=[C:10]1[N:13]([C:17]3[C:18]([CH3:26])=[N:19][C:20]([N:23]([CH3:25])[CH3:24])=[CH:21][CH:22]=3)[CH2:14][CH2:15][CH2:16][N:9]21. (3) Given the product [Br:26][C:4]1[CH:5]=[CH:6][C:1]([N:7]([C:8]2[C:13]([CH3:14])=[CH:12][C:11]([C:15]([CH3:18])([CH3:16])[CH3:17])=[CH:10][C:9]=2[CH3:19])[C:20]2[CH:25]=[CH:24][CH:23]=[CH:22][CH:21]=2)=[CH:2][CH:3]=1, predict the reactants needed to synthesize it. The reactants are: [C:1]1([N:7]([C:20]2[CH:25]=[CH:24][CH:23]=[CH:22][CH:21]=2)[C:8]2[C:13]([CH3:14])=[CH:12][C:11]([C:15]([CH3:18])([CH3:17])[CH3:16])=[CH:10][C:9]=2[CH3:19])[CH:6]=[CH:5][CH:4]=[CH:3][CH:2]=1.[Br:26]N1C(=O)CCC1=O.CN(C)C=O. (4) Given the product [CH:20]1([NH:23][C:15](=[O:16])[C:14]2[CH:18]=[CH:19][C:11]([N:7]3[C:8]4[C:4](=[CH:3][C:2]([NH:1][C:35](=[O:36])[C:34]5[CH:33]=[CH:32][C:31]([N:28]6[CH2:27][CH2:26][N:25]([CH3:24])[CH2:30][CH2:29]6)=[CH:39][CH:38]=5)=[CH:10][CH:9]=4)[CH:5]=[CH:6]3)=[CH:12][CH:13]=2)[CH2:22][CH2:21]1, predict the reactants needed to synthesize it. The reactants are: [NH2:1][C:2]1[CH:3]=[C:4]2[C:8](=[CH:9][CH:10]=1)[N:7]([C:11]1[CH:19]=[CH:18][C:14]([C:15](O)=[O:16])=[CH:13][CH:12]=1)[CH:6]=[CH:5]2.[CH:20]1([NH2:23])[CH2:22][CH2:21]1.[CH3:24][N:25]1[CH2:30][CH2:29][N:28]([C:31]2[CH:39]=[CH:38][C:34]([C:35](O)=[O:36])=[CH:33][CH:32]=2)[CH2:27][CH2:26]1. (5) Given the product [CH3:3][NH:4][C:5](=[S:7])[S:6][S:6][C:5](=[S:7])[NH:4][CH3:3], predict the reactants needed to synthesize it. The reactants are: [OH-].[Na+].[CH3:3][NH2:4].[C:5](=[S:7])=[S:6].OO. (6) Given the product [F:1][C:2]1[CH:3]=[C:4]([C:9]2[O:10][C:11]3[C:17]([CH:20]=[CH2:21])=[CH:16][C:15]([OH:19])=[CH:14][C:12]=3[N:13]=2)[CH:5]=[CH:6][C:7]=1[OH:8], predict the reactants needed to synthesize it. The reactants are: [F:1][C:2]1[CH:3]=[C:4]([C:9]2[O:10][C:11]3[C:17](Br)=[CH:16][C:15]([OH:19])=[CH:14][C:12]=3[N:13]=2)[CH:5]=[CH:6][C:7]=1[OH:8].[C:20]1(C)C=CC=C[C:21]=1P(C1C=CC=CC=1C)C1C=CC=CC=1C.C(N(CC)CC)C. (7) Given the product [F:40][C:39]([F:42])([F:41])[C:37]([OH:43])=[O:38].[CH3:1][O:2][C:3](=[O:36])[C@@H:4]([NH:14][C:15]([C:17]1[S:18][C:19]([C:23](=[O:35])[NH:24][CH2:25][C:26]2[CH:34]=[CH:33][CH:32]=[C:31]3[C:27]=2[CH:28]=[N:29][NH:30]3)=[CH:20][C:21]=1[Cl:22])=[O:16])[CH2:5][NH2:6], predict the reactants needed to synthesize it. The reactants are: [CH3:1][O:2][C:3](=[O:36])[C@@H:4]([NH:14][C:15]([C:17]1[S:18][C:19]([C:23](=[O:35])[NH:24][CH2:25][C:26]2[CH:34]=[CH:33][CH:32]=[C:31]3[C:27]=2[CH:28]=[N:29][NH:30]3)=[CH:20][C:21]=1[Cl:22])=[O:16])[CH2:5][NH:6]C(OC(C)(C)C)=O.[C:37]([OH:43])([C:39]([F:42])([F:41])[F:40])=[O:38]. (8) Given the product [CH3:14][C:2]1([CH3:1])[CH2:13][CH2:12][C:5]2=[C:6]([C:9](=[O:11])[CH3:15])[S:7][CH:8]=[C:4]2[CH2:3]1, predict the reactants needed to synthesize it. The reactants are: [CH3:1][C:2]1([CH3:14])[CH2:13][CH2:12][C:5]2=[C:6]([C:9]([OH:11])=O)[S:7][CH:8]=[C:4]2[CH2:3]1.[CH2:15](OCC)C. (9) Given the product [NH2:30][C:27]1[CH:28]=[CH:29][C:24]([C:22]2[C:21]([CH2:33][N:34]([CH3:35])[CH3:36])=[C:7]3[N:6]([CH:23]=2)[N:5]([CH2:4][C:3]2[C:2]([F:1])=[CH:40][CH:39]=[CH:38][C:37]=2[F:41])[C:10](=[O:11])[N:9]([C:12]2[N:13]=[N:14][C:15]([O:18][CH3:19])=[CH:16][CH:17]=2)[C:8]3=[O:20])=[CH:25][CH:26]=1, predict the reactants needed to synthesize it. The reactants are: [F:1][C:2]1[CH:40]=[CH:39][CH:38]=[C:37]([F:41])[C:3]=1[CH2:4][N:5]1[C:10](=[O:11])[N:9]([C:12]2[N:13]=[N:14][C:15]([O:18][CH3:19])=[CH:16][CH:17]=2)[C:8](=[O:20])[C:7]2=[C:21]([CH2:33][N:34]([CH3:36])[CH3:35])[C:22]([C:24]3[CH:29]=[CH:28][C:27]([N+:30]([O-])=O)=[CH:26][CH:25]=3)=[CH:23][N:6]12.[Cl-].[NH4+].